This data is from Forward reaction prediction with 1.9M reactions from USPTO patents (1976-2016). The task is: Predict the product of the given reaction. (1) The product is: [C:11]([O:15][C:16]1[CH:17]=[C:18]([N:23]=[C:1]=[S:2])[CH:19]=[C:20]([F:22])[CH:21]=1)([CH3:14])([CH3:12])[CH3:13].[Cl:3][CH2:1][Cl:4].[CH3:21][CH2:20][CH2:19][CH:18]([CH3:17])[CH3:5]. Given the reactants [C:1]([Cl:4])([Cl:3])=[S:2].[C:5]([O-])([O-])=O.[K+].[K+].[C:11]([O:15][C:16]1[CH:17]=[C:18]([NH2:23])[CH:19]=[C:20]([F:22])[CH:21]=1)([CH3:14])([CH3:13])[CH3:12], predict the reaction product. (2) Given the reactants Cl.[CH2:2]([O:6][C:7]1[N:15]=[C:14]2[C:10]([NH:11][C:12](Br)([OH:25])[N:13]2[CH2:16][C:17]2[CH:18]=[N:19][C:20]([Cl:24])=[C:21]([Cl:23])[CH:22]=2)=[C:9]([NH2:27])[N:8]=1)[CH2:3][CH2:4][CH3:5], predict the reaction product. The product is: [CH2:2]([O:6][C:7]1[N:15]=[C:14]2[C:10]([N:11]=[C:12]([OH:25])[N:13]2[CH2:16][C:17]2[CH:18]=[N:19][C:20]([Cl:24])=[C:21]([Cl:23])[CH:22]=2)=[C:9]([NH2:27])[N:8]=1)[CH2:3][CH2:4][CH3:5]. (3) The product is: [CH:1]1([C:5]2[O:6][C:9]([NH:10][C:11]3[CH:16]=[CH:15][C:14]([C:17]4[CH:22]=[CH:21][C:20]([C:23]56[CH2:30][CH2:29][C:26]([CH2:31][C:32]([O:34][CH3:35])=[O:33])([CH2:27][CH2:28]5)[O:25][CH2:24]6)=[CH:19][CH:18]=4)=[CH:13][CH:12]=3)=[N:8][N:7]=2)[CH2:4][CH2:3][CH2:2]1. Given the reactants [CH:1]1([C:5]([NH:7][NH:8][C:9](=S)[NH:10][C:11]2[CH:16]=[CH:15][C:14]([C:17]3[CH:22]=[CH:21][C:20]([C:23]45[CH2:30][CH2:29][C:26]([CH2:31][C:32]([O:34][CH3:35])=[O:33])([CH2:27][CH2:28]4)[O:25][CH2:24]5)=[CH:19][CH:18]=3)=[CH:13][CH:12]=2)=[O:6])[CH2:4][CH2:3][CH2:2]1.C(N=C=NCCCN(C)C)C, predict the reaction product. (4) Given the reactants [CH3:1][O:2][C:3]1[CH:21]=[C:20]([O:22][CH2:23][C:24]2[N:25]=[C:26]([C:29]3(O)[C:38]4[C:33](=[CH:34][CH:35]=[CH:36][CH:37]=4)[O:32][CH2:31][CH2:30]3)[S:27][CH:28]=2)[C:6]2[CH:7]=[C:8]([C:10]3[N:11]=[C:12]4[N:16]([CH:17]=3)[N:15]=[C:14]([O:18][CH3:19])[S:13]4)[O:9][C:5]=2[CH:4]=1.CCN(S(F)(F)F)CC, predict the reaction product. The product is: [O:32]1[C:33]2[C:38](=[CH:37][CH:36]=[CH:35][CH:34]=2)[C:29]([C:26]2[S:27][CH:28]=[C:24]([CH2:23][O:22][C:20]3[C:6]4[CH:7]=[C:8]([C:10]5[N:11]=[C:12]6[N:16]([CH:17]=5)[N:15]=[C:14]([O:18][CH3:19])[S:13]6)[O:9][C:5]=4[CH:4]=[C:3]([O:2][CH3:1])[CH:21]=3)[N:25]=2)=[CH:30][CH2:31]1. (5) Given the reactants [F:1][C:2]1[CH:21]=[C:20]([N:22]2[CH2:27][CH2:26][O:25][CH2:24][CH2:23]2)[CH:19]=[CH:18][C:3]=1[CH2:4][N:5]1[CH2:10][CH2:9][N:8](C(OC(C)(C)C)=O)[CH2:7][CH2:6]1.Cl, predict the reaction product. The product is: [F:1][C:2]1[CH:21]=[C:20]([N:22]2[CH2:23][CH2:24][O:25][CH2:26][CH2:27]2)[CH:19]=[CH:18][C:3]=1[CH2:4][N:5]1[CH2:6][CH2:7][NH:8][CH2:9][CH2:10]1.